This data is from Reaction yield outcomes from USPTO patents with 853,638 reactions. The task is: Predict the reaction yield, written as a fraction of the theoretical maximum amount of product (1.0 means a 100% yield; for example, 0.34 means a 34% yield). (1) The reactants are [NH:1]1[C:9]2[C:4](=[CH:5][CH:6]=[CH:7][CH:8]=2)[CH2:3][C:2]1=[O:10].C([Li])CCC.CN(C)CCN(C)C.I[CH2:25][CH2:26][CH2:27][CH2:28][CH2:29]I.[Cl-].[NH4+]. The catalyst is O1CCCC1.CCOC(C)=O. The product is [NH:1]1[C:9]2[C:4](=[CH:5][CH:6]=[CH:7][CH:8]=2)[C:3]2([CH2:29][CH2:28][CH2:27][CH2:26][CH2:25]2)[C:2]1=[O:10]. The yield is 0.696. (2) The reactants are [O:1]=[C:2]1[CH2:11][CH2:10][C:9]2[C:4](=[CH:5][CH:6]=[C:7]([C:12]3[CH:17]=[CH:16][C:15]([C:18]([F:21])([F:20])[F:19])=[CH:14][CH:13]=3)[CH:8]=2)[N:3]1[CH2:22][C:23]1[CH:24]=[C:25]([CH:31]=[CH:32][CH:33]=1)[C:26]([O:28]CC)=[O:27].[OH-].[K+].CO. The catalyst is CN(C)C=O. The product is [O:1]=[C:2]1[CH2:11][CH2:10][C:9]2[C:4](=[CH:5][CH:6]=[C:7]([C:12]3[CH:13]=[CH:14][C:15]([C:18]([F:20])([F:19])[F:21])=[CH:16][CH:17]=3)[CH:8]=2)[N:3]1[CH2:22][C:23]1[CH:24]=[C:25]([CH:31]=[CH:32][CH:33]=1)[C:26]([OH:28])=[O:27]. The yield is 0.600. (3) The reactants are [F:1][C:2]([F:10])([F:9])[C:3]([C:5]([F:8])([F:7])[F:6])=[O:4].[CH3:11][C:12](=[CH2:14])[CH3:13].C(=O)=O.CC(O)C. No catalyst specified. The product is [F:1][C:2]([F:10])([F:9])[C:3]([C:5]([F:8])([F:7])[F:6])([OH:4])[CH2:13][C:12]([CH3:14])=[CH2:11]. The yield is 0.830. (4) The reactants are Cl[C:2]1[CH:7]=[CH:6][C:5]([N+:8]([O-:10])=[O:9])=[CH:4][C:3]=1[S:11]([NH2:14])(=[O:13])=[O:12].C(=O)([O-])[O-].[NH4+:19].[NH4+]. The catalyst is [OH-].[NH4+].S([O-])([O-])(=O)=O.[Cu+2]. The product is [NH2:19][C:2]1[CH:7]=[CH:6][C:5]([N+:8]([O-:10])=[O:9])=[CH:4][C:3]=1[S:11]([NH2:14])(=[O:13])=[O:12]. The yield is 0.365. (5) The reactants are [C:1](/[C:3](=[C:9](/[C:11]1[CH:16]=[CH:15][C:14]([N:17]2[CH2:22][CH2:21][N:20]([CH3:23])[CH2:19][CH2:18]2)=[CH:13][CH:12]=1)\[CH3:10])/[C:4]([O:6][CH2:7]C)=[O:5])#[N:2]. The catalyst is CO. The product is [C:1]([CH:3]([CH:9]([C:11]1[CH:16]=[CH:15][C:14]([N:17]2[CH2:18][CH2:19][N:20]([CH3:23])[CH2:21][CH2:22]2)=[CH:13][CH:12]=1)[CH3:10])[C:4]([O:6][CH3:7])=[O:5])#[N:2]. The yield is 0.540. (6) The reactants are [NH2:1][C:2]1[CH:3]=[C:4]([C:8]2[CH:15]=[CH:14][C:11]([C:12]#[N:13])=[C:10]([Cl:16])[CH:9]=2)[CH:5]=[N:6][CH:7]=1.[F:17][C:18]1[CH:23]=[CH:22][C:21]([S:24](Cl)(=[O:26])=[O:25])=[CH:20][CH:19]=1. The catalyst is N1C=CC=CC=1. The product is [Cl:16][C:10]1[CH:9]=[C:8]([C:4]2[CH:3]=[C:2]([NH:1][S:24]([C:21]3[CH:22]=[CH:23][C:18]([F:17])=[CH:19][CH:20]=3)(=[O:26])=[O:25])[CH:7]=[N:6][CH:5]=2)[CH:15]=[CH:14][C:11]=1[C:12]#[N:13]. The yield is 0.400. (7) The reactants are [O:1]=[C:2]1[CH2:7][CH2:6][CH:5]([N:8]2[C:13](=[O:14])[C:12]([CH2:15][C:16]3[CH:21]=[CH:20][C:19]([C:22]4[CH:27]=[CH:26][CH:25]=[CH:24][C:23]=4[C:28]4[NH:32][C:31](=[O:33])[O:30][N:29]=4)=[CH:18][CH:17]=3)=[C:11]([CH2:34][CH2:35][CH3:36])[N:10]3[N:37]=[CH:38][N:39]=[C:9]23)[CH2:4][CH2:3]1.[CH2:40]=[C:41]([CH2:44]O)[CH2:42][OH:43].CC1C=CC(S(O)(=O)=O)=CC=1. The catalyst is C1(C)C=CC=CC=1. The product is [CH2:40]=[C:41]1[CH2:42][O:43][C:2]2([CH2:7][CH2:6][CH:5]([N:8]3[C:13](=[O:14])[C:12]([CH2:15][C:16]4[CH:17]=[CH:18][C:19]([C:22]5[CH:27]=[CH:26][CH:25]=[CH:24][C:23]=5[C:28]5[NH:32][C:31](=[O:33])[O:30][N:29]=5)=[CH:20][CH:21]=4)=[C:11]([CH2:34][CH2:35][CH3:36])[N:10]4[N:37]=[CH:38][N:39]=[C:9]34)[CH2:4][CH2:3]2)[O:1][CH2:44]1. The yield is 0.190. (8) The reactants are [CH2:1]([C:4]1[C:8]([CH:9](O)[CH2:10][CH3:11])=[CH:7][N:6]([C:13]2[CH:18]=[CH:17][C:16]([C:19]([F:22])([F:21])[F:20])=[CH:15][N:14]=2)[N:5]=1)[CH2:2][CH3:3].[OH:23][C:24]1[CH:29]=[CH:28][C:27]([C:30]([CH3:37])([CH3:36])[C:31]([O:33]CC)=[O:32])=[CH:26][CH:25]=1.C(P(CCCC)CCCC)CCC.N(C(N1CCCCC1)=O)=NC(N1CCCCC1)=O. The catalyst is O1CCCC1. The product is [CH3:37][C:30]([C:27]1[CH:26]=[CH:25][C:24]([O:23][CH2:11][CH2:10][CH2:9][C:8]2[C:4]([CH2:1][CH2:2][CH3:3])=[N:5][N:6]([C:13]3[CH:18]=[CH:17][C:16]([C:19]([F:22])([F:21])[F:20])=[CH:15][N:14]=3)[CH:7]=2)=[CH:29][CH:28]=1)([CH3:36])[C:31]([OH:33])=[O:32]. The yield is 0.540.